This data is from Forward reaction prediction with 1.9M reactions from USPTO patents (1976-2016). The task is: Predict the product of the given reaction. (1) Given the reactants [CH:1]1([S:7]([C:10]2[CH:20]=[CH:19][C:13]([CH2:14][NH:15]C(=O)C)=[CH:12][CH:11]=2)(=[O:9])=[O:8])[CH2:6][CH2:5][CH2:4][CH2:3][CH2:2]1.Cl, predict the reaction product. The product is: [CH:1]1([S:7]([C:10]2[CH:11]=[CH:12][C:13]([CH2:14][NH2:15])=[CH:19][CH:20]=2)(=[O:9])=[O:8])[CH2:6][CH2:5][CH2:4][CH2:3][CH2:2]1. (2) Given the reactants [CH3:1][O:2][CH2:3][C@@H:4]1[C@H:6]([CH:7]=[O:8])[C@:5]1([CH3:21])[C:9]1[CH:14]=[C:13]([CH:15]([CH3:17])[CH3:16])[CH:12]=[C:11]([CH:18]([CH3:20])[CH3:19])[CH:10]=1.CC12C(C)(C)C(C(OC[C@@H]3[C@@H](COC)[C@]3(C)C3C=C(C(C)C)C=C(C(C)C)C=3)=O)(CC1)OC2=O, predict the reaction product. The product is: [CH3:1][O:2][CH2:3][C@@H:4]1[C@@H:6]([CH:7]=[O:8])[C@@:5]1([CH3:21])[C:9]1[CH:10]=[C:11]([CH:18]([CH3:19])[CH3:20])[CH:12]=[C:13]([CH:15]([CH3:17])[CH3:16])[CH:14]=1. (3) The product is: [F:1][C:2]1[CH:7]=[CH:6][C:5]([CH:8]2[C:17]3[C:12](=[CH:13][C:14]([C:29]4[N:34]=[N:33][C:32]([N:35]([CH3:43])[C:36](=[O:42])[O:37][C:38]([CH3:39])([CH3:40])[CH3:41])=[CH:31][CH:30]=4)=[CH:15][CH:16]=3)[CH2:11][N:10]([CH3:27])[CH2:9]2)=[CH:4][CH:3]=1. Given the reactants [F:1][C:2]1[CH:7]=[CH:6][C:5]([CH:8]2[C:17]3[C:12](=[CH:13][C:14](B4OC(C)(C)C(C)(C)O4)=[CH:15][CH:16]=3)[CH2:11][N:10]([CH3:27])[CH2:9]2)=[CH:4][CH:3]=1.Cl[C:29]1[N:34]=[N:33][C:32]([N:35]([CH3:43])[C:36](=[O:42])[O:37][C:38]([CH3:41])([CH3:40])[CH3:39])=[CH:31][CH:30]=1.C(=O)([O-])[O-].[Cs+].[Cs+], predict the reaction product. (4) Given the reactants [CH3:1][C:2]1[NH:3][C:4]([C:12]2[CH:17]=[C:16]([N+:18]([O-])=O)[CH:15]=[CH:14][C:13]=2[O:21][C:22]2[CH:27]=[CH:26][CH:25]=[CH:24][CH:23]=2)=[C:5]2[C:10]=1[C:9](=[O:11])[CH2:8][CH2:7][CH2:6]2.[Cl-].[NH4+].O1CCCC1.C(O)C, predict the reaction product. The product is: [NH2:18][C:16]1[CH:15]=[CH:14][C:13]([O:21][C:22]2[CH:23]=[CH:24][CH:25]=[CH:26][CH:27]=2)=[C:12]([C:4]2[NH:3][C:2]([CH3:1])=[C:10]3[C:5]=2[CH2:6][CH2:7][CH2:8][C:9]3=[O:11])[CH:17]=1. (5) Given the reactants [Cl:1][C:2]1[CH:3]=[C:4]([CH:9]=[CH:10][CH:11]=1)[C:5]([NH:7][OH:8])=[NH:6].CC(C)([O-])C.[K+].C(O[C:21](=O)[CH:22]([CH3:38])[CH2:23][C:24]1[N:28]([CH:29]2[CH2:31][CH2:30]2)[C:27]([C:32]2[CH:37]=[CH:36][N:35]=[CH:34][CH:33]=2)=[N:26][N:25]=1)C, predict the reaction product. The product is: [Cl:1][C:2]1[CH:3]=[C:4]([C:5]2[N:6]=[C:21]([CH:22]([CH3:38])[CH2:23][C:24]3[N:28]([CH:29]4[CH2:31][CH2:30]4)[C:27]([C:32]4[CH:33]=[CH:34][N:35]=[CH:36][CH:37]=4)=[N:26][N:25]=3)[O:8][N:7]=2)[CH:9]=[CH:10][CH:11]=1. (6) Given the reactants [OH:1][C:2]1[CH:9]=[CH:8][C:5]([CH2:6][OH:7])=[CH:4][CH:3]=1.[OH-].[K+].[CH3:12][CH2:13][CH2:14]Br.O, predict the reaction product. The product is: [CH2:12]([O:1][C:2]1[CH:9]=[CH:8][C:5]([CH2:6][OH:7])=[CH:4][CH:3]=1)[CH2:13][CH3:14]. (7) Given the reactants Cl[O-].[C-:3]#[N:4].[Na+].[C-]#N.[Cl:8]/[C:9](/[C:19]([F:22])([F:21])[F:20])=[CH:10]\[C@@H:11]1[C@H:13]([C:14](Cl)=[O:15])[C:12]1([CH3:18])[CH3:17].[O:23]([C:30]1[CH:31]=[C:32]([CH:35]=[CH:36][CH:37]=1)[CH:33]=[O:34])[C:24]1[CH:29]=[CH:28][CH:27]=[CH:26][CH:25]=1, predict the reaction product. The product is: [CH3:17][C:12]1([CH3:18])[CH:13]([C:14]([O:34][CH:33]([C:32]2[CH:35]=[CH:36][CH:37]=[C:30]([O:23][C:24]3[CH:25]=[CH:26][CH:27]=[CH:28][CH:29]=3)[CH:31]=2)[C:3]#[N:4])=[O:15])[CH:11]1/[CH:10]=[C:9](\[Cl:8])/[C:19]([F:22])([F:21])[F:20]. (8) Given the reactants [C:1]([O:5][C:6](=[O:18])[CH2:7][N:8]1[C:16]2[C:11](=[CH:12][CH:13]=[C:14]([OH:17])[CH:15]=2)[CH:10]=[CH:9]1)([CH3:4])([CH3:3])[CH3:2].[F:19][C:20]([F:36])([F:35])[C:21]1[CH:26]=[CH:25][C:24]([C:27]2[S:28][CH:29]=[C:30]([CH2:32][CH2:33]O)[N:31]=2)=[CH:23][CH:22]=1.C1(P(C2C=CC=CC=2)C2C=CC=CC=2)C=CC=CC=1.N(C(OC(C)(C)C)=O)=NC(OC(C)(C)C)=O, predict the reaction product. The product is: [C:1]([O:5][C:6](=[O:18])[CH2:7][N:8]1[C:16]2[C:11](=[CH:12][CH:13]=[C:14]([O:17][CH2:33][CH2:32][C:30]3[N:31]=[C:27]([C:24]4[CH:23]=[CH:22][C:21]([C:20]([F:36])([F:19])[F:35])=[CH:26][CH:25]=4)[S:28][CH:29]=3)[CH:15]=2)[CH:10]=[CH:9]1)([CH3:4])([CH3:2])[CH3:3]. (9) Given the reactants C([C@:5]([NH2:11])([CH2:9][CH3:10])[C:6]([OH:8])=[O:7])(C)(C)C.[CH3:12][O:13][C:14]1[CH:19]=[CH:18][C:17]([S:20](Cl)(=[O:22])=[O:21])=[CH:16][CH:15]=1.[CH:24](Cl)(Cl)Cl.N1[CH:33]=[CH:32][CH:31]=CC=1, predict the reaction product. The product is: [CH3:12][O:13][C:14]1[CH:19]=[CH:18][C:17]([S:20]([NH:11][C@H:5]([CH2:9][CH3:10])[C:6]([O:8][C:32]([CH3:31])([CH3:33])[CH3:24])=[O:7])(=[O:22])=[O:21])=[CH:16][CH:15]=1.